Dataset: Rat liver microsome stability data. Task: Regression/Classification. Given a drug SMILES string, predict its absorption, distribution, metabolism, or excretion properties. Task type varies by dataset: regression for continuous measurements (e.g., permeability, clearance, half-life) or binary classification for categorical outcomes (e.g., BBB penetration, CYP inhibition). Dataset: rlm. (1) The molecule is CC(C)(NC(=O)c1nn(-c2ccc(F)cc2F)c2c1C[C@H]1C[C@@H]21)c1cccnc1. The result is 1 (stable in rat liver microsomes). (2) The molecule is CCCCN1C(=O)C(CC2CCCCC2)NC(=O)C12CCN(Cc1ccc(OC)cc1)CC2. The result is 1 (stable in rat liver microsomes).